This data is from Full USPTO retrosynthesis dataset with 1.9M reactions from patents (1976-2016). The task is: Predict the reactants needed to synthesize the given product. (1) Given the product [CH2:12]([O:11][CH2:10][CH2:9][CH2:8][C:5]1[CH:6]=[CH:7][C:2]([CH:26]=[O:27])=[CH:3][CH:4]=1)[C:13]1[CH:18]=[CH:17][CH:16]=[CH:15][CH:14]=1, predict the reactants needed to synthesize it. The reactants are: Br[C:2]1[CH:7]=[CH:6][C:5]([CH2:8][CH2:9][CH2:10][O:11][CH2:12][C:13]2[CH:18]=[CH:17][CH:16]=[CH:15][CH:14]=2)=[CH:4][CH:3]=1.C([Li])CCC.CN(C)[CH:26]=[O:27]. (2) Given the product [NH2:1][C:2]1[CH:7]=[C:6]([CH:11]2[CH2:13][CH2:12]2)[C:5]([Cl:9])=[CH:4][C:3]=1[OH:10], predict the reactants needed to synthesize it. The reactants are: [NH2:1][C:2]1[CH:7]=[C:6](I)[C:5]([Cl:9])=[CH:4][C:3]=1[OH:10].[CH:11]1([Mg]Br)[CH2:13][CH2:12]1. (3) Given the product [OH:20][CH:18]([C:15]1[CH:16]=[CH:17][C:12]([S:9]([NH:8][C:4]2[CH:3]=[C:2]([C:29]3[CH:41]=[CH:40][C:32]4[N:33]=[C:34]([NH:36][C:37](=[O:39])[CH3:38])[S:35][C:31]=4[CH:30]=3)[CH:7]=[N:6][CH:5]=2)(=[O:11])=[O:10])=[CH:13][CH:14]=1)[CH3:19], predict the reactants needed to synthesize it. The reactants are: Br[C:2]1[CH:3]=[C:4]([NH:8][S:9]([C:12]2[CH:17]=[CH:16][C:15]([CH:18]([OH:20])[CH3:19])=[CH:14][CH:13]=2)(=[O:11])=[O:10])[CH:5]=[N:6][CH:7]=1.CC1(C)C(C)(C)OB([C:29]2[CH:41]=[CH:40][C:32]3[N:33]=[C:34]([NH:36][C:37](=[O:39])[CH3:38])[S:35][C:31]=3[CH:30]=2)O1.C(=O)([O-])[O-].[Na+].[Na+]. (4) The reactants are: [OH:1][C:2]1[CH:7]=[CH:6][C:5]([C:8]([C:17]2[CH:22]=[CH:21][C:20]([OH:23])=[CH:19][CH:18]=2)([C:13]([F:16])([F:15])[F:14])[C:9]([F:12])([F:11])[F:10])=[CH:4][CH:3]=1.CN(C)[C:26](=O)[CH3:27].[C:30](=[O:33])([O-])[O-].[K+].[K+].[Cl:36][C:37]1[CH:51]=[CH:50][C:40]([C:41]([C:43]2[CH:48]=[CH:47][C:46](F)=[CH:45][CH:44]=2)=[O:42])=[CH:39][CH:38]=1. Given the product [Cl:36][C:37]1[CH:51]=[CH:50][C:40]([C:41]([C:43]2[CH:48]=[CH:47][C:46]([O:1][C:2]3[CH:7]=[CH:6][C:5]([C:8]([C:17]4[CH:18]=[CH:19][C:20]([O:23][C:48]5[CH:47]=[CH:46][C:45]([C:30](=[O:33])[C:27]6[CH:26]=[CH:51][C:37]([Cl:36])=[CH:38][CH:39]=6)=[CH:44][CH:43]=5)=[CH:21][CH:22]=4)([C:9]([F:10])([F:11])[F:12])[C:13]([F:14])([F:15])[F:16])=[CH:4][CH:3]=3)=[CH:45][CH:44]=2)=[O:42])=[CH:39][CH:38]=1, predict the reactants needed to synthesize it. (5) Given the product [CH3:10][N:9]([CH2:8][C@H:7]([O:11][C:12]1[CH:21]=[CH:20][CH:19]=[C:18]2[C:13]=1[C:14]([NH:22][C:23]1[CH:28]=[CH:27][C:26]([O:29][C:30]3[CH:31]=[N:32][C:33]([CH3:36])=[CH:34][CH:35]=3)=[C:25]([CH3:37])[CH:24]=1)=[N:15][CH:16]=[N:17]2)[CH3:6])[C:3](=[O:4])[CH2:2][N:40]([CH3:41])[CH3:39], predict the reactants needed to synthesize it. The reactants are: Cl[CH2:2][C:3](Cl)=[O:4].[CH3:6][C@@H:7]([O:11][C:12]1[CH:21]=[CH:20][CH:19]=[C:18]2[C:13]=1[C:14]([NH:22][C:23]1[CH:28]=[CH:27][C:26]([O:29][C:30]3[CH:31]=[N:32][C:33]([CH3:36])=[CH:34][CH:35]=3)=[C:25]([CH3:37])[CH:24]=1)=[N:15][CH:16]=[N:17]2)[CH2:8][NH:9][CH3:10].C[CH2:39][N:40](C(C)C)[CH:41](C)C.CNC.